From a dataset of Full USPTO retrosynthesis dataset with 1.9M reactions from patents (1976-2016). Predict the reactants needed to synthesize the given product. (1) Given the product [PH2:5][O:4][CH2:1][CH:2]=[CH2:3].[CH2:6]([PH2:5]=[O:4])[CH:7]=[CH2:8], predict the reactants needed to synthesize it. The reactants are: [CH2:1]([OH:4])[CH:2]=[CH2:3].[P:5](Cl)(C1C=CC=CC=1)[C:6]1C=CC=[CH:8][CH:7]=1. (2) Given the product [C:1]1([O:11][CH2:12][CH:13]2[CH2:17][CH2:16][NH:15][CH2:14]2)[C:10]2[C:5](=[CH:6][CH:7]=[CH:8][CH:9]=2)[CH:4]=[CH:3][CH:2]=1, predict the reactants needed to synthesize it. The reactants are: [C:1]1([O:11][CH2:12][CH:13]2[CH2:17][CH2:16][N:15](C(OC(C)(C)C)=O)[CH2:14]2)[C:10]2[C:5](=[CH:6][CH:7]=[CH:8][CH:9]=2)[CH:4]=[CH:3][CH:2]=1.Cl. (3) Given the product [CH2:19]([N:21]1[CH2:26][CH2:25][N:24]([C:2]2[C:7]3[CH:8]=[CH:9][S:10][C:6]=3[CH:5]=[C:4]([C:11]3[CH:16]=[CH:15][C:14]([O:17][CH3:18])=[CH:13][CH:12]=3)[N:3]=2)[CH2:23][CH2:22]1)[CH3:20], predict the reactants needed to synthesize it. The reactants are: Cl[C:2]1[C:7]2[CH:8]=[CH:9][S:10][C:6]=2[CH:5]=[C:4]([C:11]2[CH:16]=[CH:15][C:14]([O:17][CH3:18])=[CH:13][CH:12]=2)[N:3]=1.[CH2:19]([N:21]1[CH2:26][CH2:25][NH:24][CH2:23][CH2:22]1)[CH3:20]. (4) Given the product [C:9]1([C:31]2[CH:30]=[CH:29][C:28]([OH:35])=[CH:33][CH:32]=2)[CH:10]=[CH:11][C:6]([O:5][CH2:2][C:1]([O:4][CH2:40][CH3:41])=[O:3])=[CH:7][CH:8]=1, predict the reactants needed to synthesize it. The reactants are: [C:1]([OH:4])(=[O:3])[CH3:2].[OH:5][C:6]1[CH:11]=[CH:10][C:9](B(O)O)=[CH:8][CH:7]=1.[C:28]1(P([C:28]2[CH:33]=[CH:32][CH:31]=[CH:30][CH:29]=2)[C:28]2[CH:33]=[CH:32][CH:31]=[CH:30][CH:29]=2)[CH:33]=[CH:32][CH:31]=[CH:30][CH:29]=1.C(=O)([O-])[O-:35].[Na+].[Na+].[CH2:40]1COC[CH2:41]1. (5) Given the product [Cl:1][C:2]1[CH:10]=[C:9]2[C:5]([C:6]([CH2:23][CH:24]([CH3:25])[CH3:26])=[CH:7][N:8]2[C:11]2[S:12][CH:13]=[C:14]([C:16]3[NH:18][CH:19]=[N:20][N:28]=3)[N:15]=2)=[CH:4][CH:3]=1, predict the reactants needed to synthesize it. The reactants are: [Cl:1][C:2]1[CH:10]=[C:9]2[C:5]([C:6]([CH2:23][CH:24]([CH3:26])[CH3:25])=[CH:7][N:8]2[C:11]2[S:12][CH:13]=[C:14]([C:16](/[N:18]=[CH:19]/[N:20](C)C)=O)[N:15]=2)=[CH:4][CH:3]=1.O.[NH2:28]N. (6) Given the product [F:23][C:22]([F:25])([F:24])[S:19]([O:11][C:6]1[C:5]2[CH:4]=[N:3][N:2]([CH3:1])[C:10]=2[CH2:9][CH2:8][CH:7]=1)(=[O:21])=[O:20], predict the reactants needed to synthesize it. The reactants are: [CH3:1][N:2]1[C:10]2[CH2:9][CH2:8][CH2:7][C:6](=[O:11])[C:5]=2[CH:4]=[N:3]1.C1C=CC(N([S:19]([C:22]([F:25])([F:24])[F:23])(=[O:21])=[O:20])[S:19]([C:22]([F:25])([F:24])[F:23])(=[O:21])=[O:20])=CC=1.C[Si]([N-][Si](C)(C)C)(C)C.[K+]. (7) Given the product [CH3:1][C:2]1[C:6]([CH2:7][O:8][C:9]2[CH:14]=[CH:13][C:12]([CH2:15][C:16]([NH:33][CH:32]([C:26]3[CH:27]=[CH:28][C:29]([CH3:31])=[CH:30][C:25]=3[CH3:24])[C:34]3[CH:35]=[CH:36][CH:37]=[CH:38][CH:39]=3)=[O:18])=[CH:11][C:10]=2[C:19]([O:21][CH3:22])=[O:20])=[C:5]([CH3:23])[O:4][N:3]=1, predict the reactants needed to synthesize it. The reactants are: [CH3:1][C:2]1[C:6]([CH2:7][O:8][C:9]2[CH:14]=[CH:13][C:12]([CH2:15][C:16]([OH:18])=O)=[CH:11][C:10]=2[C:19]([O:21][CH3:22])=[O:20])=[C:5]([CH3:23])[O:4][N:3]=1.[CH3:24][C:25]1[CH:30]=[C:29]([CH3:31])[CH:28]=[CH:27][C:26]=1[CH:32]([C:34]1[CH:39]=[CH:38][CH:37]=[CH:36][CH:35]=1)[NH2:33]. (8) Given the product [CH3:1][C:2]1[CH:7]=[CH:6][CH:5]=[C:4]([S:16][CH3:15])[CH:3]=1, predict the reactants needed to synthesize it. The reactants are: [CH3:1][C:2]1[CH:3]=[C:4]([Mg]Br)[CH:5]=[CH:6][CH:7]=1.C1COCC1.[CH3:15][S:16]SC. (9) Given the product [NH2:17][C:15]1[CH:16]=[C:9]([O:8][CH2:1][C:2]2[CH:3]=[CH:4][CH:5]=[CH:6][CH:7]=2)[C:10]([O:20][CH3:21])=[CH:11][C:12]=1[C:13]#[N:14], predict the reactants needed to synthesize it. The reactants are: [CH2:1]([O:8][C:9]1[CH:16]=[C:15]([N+:17]([O-])=O)[C:12]([C:13]#[N:14])=[CH:11][C:10]=1[O:20][CH3:21])[C:2]1[CH:7]=[CH:6][CH:5]=[CH:4][CH:3]=1.C(=O)(O)[O-].[Na+].S(S([O-])=O)([O-])=O.[Na+].[Na+].Cl.O1CCOCC1.